Dataset: Full USPTO retrosynthesis dataset with 1.9M reactions from patents (1976-2016). Task: Predict the reactants needed to synthesize the given product. (1) The reactants are: [NH2:1][C:2]1[N:7]([C:8]2[CH:13]=[CH:12][CH:11]=[C:10]([F:14])[CH:9]=2)[C:6](=[S:15])[NH:5][C:4](=[O:16])[CH:3]=1.[N:17]([O-])=[O:18].[Na+]. Given the product [NH2:1][C:2]1[N:7]([C:8]2[CH:13]=[CH:12][CH:11]=[C:10]([F:14])[CH:9]=2)[C:6](=[S:15])[NH:5][C:4](=[O:16])[C:3]=1[N:17]=[O:18], predict the reactants needed to synthesize it. (2) Given the product [CH3:69][O:74][C:29](=[O:28])[NH:30][CH:31]([C:35]([N:37]1[CH:42]([C:43]2[NH:44][C:45]([C:48]3[CH:57]=[CH:56][C:55]4[C:50](=[CH:51][CH:52]=[C:53]([C:21]5[CH:22]=[CH:23][C:18]([C:15]6[NH:14][C:13]([CH:9]7[CH2:10][CH2:11][CH2:12][N:8]7[C:6](=[O:7])[CH:5]([NH:4][C:3]([O:2][CH3:1])=[O:26])[CH3:25])=[N:17][CH:16]=6)=[CH:19][CH:20]=5)[CH:54]=4)[CH:49]=3)=[CH:46][N:47]=2)[CH:41]2[CH2:67][CH:38]1[CH2:39][CH2:40]2)=[O:36])[CH:32]([CH3:33])[CH3:34], predict the reactants needed to synthesize it. The reactants are: [CH3:1][O:2][C:3](=[O:26])[NH:4][CH:5]([CH3:25])[C:6]([N:8]1[CH2:12][CH2:11][CH2:10][CH:9]1[C:13]1[NH:14][C:15]([C:18]2[CH:23]=[CH:22][C:21](Br)=[CH:20][CH:19]=2)=[CH:16][N:17]=1)=[O:7].C[O:28][C:29](=O)[NH:30][CH:31]([C:35]([N:37]1[CH:42]([C:43]2[NH:44][C:45]([C:48]3[CH:57]=[CH:56][C:55]4[C:50](=[CH:51][CH:52]=[C:53](B5OC(C)(C)C(C)(C)O5)[CH:54]=4)[CH:49]=3)=[CH:46][N:47]=2)[CH:41]2[CH2:67][CH:38]1[CH2:39][CH2:40]2)=[O:36])[CH:32]([CH3:34])[CH3:33].[C:69]([O-])(O)=O.[Na+].[OH2:74]. (3) Given the product [N+:8]([C:5]1[CH:6]=[CH:7][C:2]([N:26]2[CH2:27][CH2:28][N:23]([C:18]3[CH:19]=[CH:20][CH:21]=[CH:22][N:17]=3)[CH2:24][CH2:25]2)=[CH:3][CH:4]=1)([O-:10])=[O:9], predict the reactants needed to synthesize it. The reactants are: Cl[C:2]1[CH:7]=[CH:6][C:5]([N+:8]([O-:10])=[O:9])=[CH:4][CH:3]=1.C(=O)([O-])[O-].[K+].[K+].[N:17]1[CH:22]=[CH:21][CH:20]=[CH:19][C:18]=1[N:23]1[CH2:28][CH2:27][NH:26][CH2:25][CH2:24]1.